Dataset: Full USPTO retrosynthesis dataset with 1.9M reactions from patents (1976-2016). Task: Predict the reactants needed to synthesize the given product. (1) Given the product [NH2:13][C:2]1[N:7]=[CH:6][C:5]([C:8](=[O:12])[CH2:9][CH2:10][CH3:11])=[CH:4][CH:3]=1, predict the reactants needed to synthesize it. The reactants are: Cl[C:2]1[N:7]=[CH:6][C:5]([C:8](=[O:12])[CH2:9][CH2:10][CH3:11])=[CH:4][CH:3]=1.[NH3:13]. (2) Given the product [NH2:1][C:2]1[C:11]([I:12])=[CH:10][C:5]([C:6]([O:8][CH3:9])=[O:7])=[C:4]([Cl:13])[CH:3]=1.[NH2:1][C:2]1[CH:3]=[CH:4][C:5]([C:6]([O:8][CH3:9])=[O:7])=[C:10]([Cl:20])[C:11]=1[I:12], predict the reactants needed to synthesize it. The reactants are: [NH2:1][C:2]1[C:11]([I:12])=[CH:10][C:5]([C:6]([O:8][CH3:9])=[O:7])=[C:4]([Cl:13])[CH:3]=1.C([O-])([O-])=O.[Ca+2].I[Cl:20]. (3) Given the product [CH3:1][O:2][C:3]1[CH:4]=[CH:5][C:6]([NH:14][C:26](=[O:28])[CH3:27])=[C:7]([O:8][CH2:9][C@H:10]2[CH2:12][O:11]2)[CH:13]=1.[OH:11][CH:10]([CH3:12])[CH2:9][O:8][C:7]1[CH:13]=[C:3]([O:2][CH3:1])[CH:4]=[CH:5][C:6]=1[NH:14][C:26](=[O:28])[CH3:27], predict the reactants needed to synthesize it. The reactants are: [CH3:1][O:2][C:3]1[CH:4]=[CH:5][C:6]([N+:14]([O-])=O)=[C:7]([CH:13]=1)[O:8][CH2:9][C@H:10]1[CH2:12][O:11]1.C(N(C(C)C)C(C)C)C.[C:26](OC(=O)C)(=[O:28])[CH3:27]. (4) Given the product [CH2:1]([O:3][C:4]([C:5]1[CH:19]=[C:18]([CH2:21][CH2:22][O:23][CH3:24])[N:7]2[C:6]=1[C:11]([C:12]([F:13])([F:14])[F:15])=[CH:10][CH:9]=[CH:8]2)=[O:16])[CH3:2], predict the reactants needed to synthesize it. The reactants are: [CH2:1]([O:3][C:4](=[O:16])[CH2:5][C:6]1[C:11]([C:12]([F:15])([F:14])[F:13])=[CH:10][CH:9]=[CH:8][N:7]=1)[CH3:2].Br[CH:18]([CH2:21][CH2:22][O:23][CH3:24])[CH:19]=O.C(=O)(O)[O-].[Na+].